Dataset: NCI-60 drug combinations with 297,098 pairs across 59 cell lines. Task: Regression. Given two drug SMILES strings and cell line genomic features, predict the synergy score measuring deviation from expected non-interaction effect. (1) Drug 1: CC1C(C(=O)NC(C(=O)N2CCCC2C(=O)N(CC(=O)N(C(C(=O)O1)C(C)C)C)C)C(C)C)NC(=O)C3=C4C(=C(C=C3)C)OC5=C(C(=O)C(=C(C5=N4)C(=O)NC6C(OC(=O)C(N(C(=O)CN(C(=O)C7CCCN7C(=O)C(NC6=O)C(C)C)C)C)C(C)C)C)N)C. Drug 2: C1CN(P(=O)(OC1)NCCCl)CCCl. Cell line: MDA-MB-231. Synergy scores: CSS=5.84, Synergy_ZIP=0.300, Synergy_Bliss=4.56, Synergy_Loewe=4.17, Synergy_HSA=5.26. (2) Drug 1: CC1=C(N=C(N=C1N)C(CC(=O)N)NCC(C(=O)N)N)C(=O)NC(C(C2=CN=CN2)OC3C(C(C(C(O3)CO)O)O)OC4C(C(C(C(O4)CO)O)OC(=O)N)O)C(=O)NC(C)C(C(C)C(=O)NC(C(C)O)C(=O)NCCC5=NC(=CS5)C6=NC(=CS6)C(=O)NCCC[S+](C)C)O. Drug 2: C1C(C(OC1N2C=NC3=C2NC=NCC3O)CO)O. Cell line: NCI-H522. Synergy scores: CSS=28.8, Synergy_ZIP=1.21, Synergy_Bliss=0.250, Synergy_Loewe=-7.72, Synergy_HSA=-0.915. (3) Drug 1: C1CCC(C1)C(CC#N)N2C=C(C=N2)C3=C4C=CNC4=NC=N3. Drug 2: CC1CCCC2(C(O2)CC(NC(=O)CC(C(C(=O)C(C1O)C)(C)C)O)C(=CC3=CSC(=N3)C)C)C. Cell line: EKVX. Synergy scores: CSS=12.9, Synergy_ZIP=4.93, Synergy_Bliss=5.12, Synergy_Loewe=5.16, Synergy_HSA=4.65. (4) Drug 1: CC1=C(C=C(C=C1)NC2=NC=CC(=N2)N(C)C3=CC4=NN(C(=C4C=C3)C)C)S(=O)(=O)N.Cl. Drug 2: CC12CCC3C(C1CCC2OP(=O)(O)O)CCC4=C3C=CC(=C4)OC(=O)N(CCCl)CCCl.[Na+]. Cell line: HT29. Synergy scores: CSS=4.94, Synergy_ZIP=2.75, Synergy_Bliss=2.21, Synergy_Loewe=-0.427, Synergy_HSA=-0.426. (5) Drug 1: CC1CCC2CC(C(=CC=CC=CC(CC(C(=O)C(C(C(=CC(C(=O)CC(OC(=O)C3CCCCN3C(=O)C(=O)C1(O2)O)C(C)CC4CCC(C(C4)OC)O)C)C)O)OC)C)C)C)OC. Drug 2: CC1C(C(CC(O1)OC2CC(CC3=C2C(=C4C(=C3O)C(=O)C5=C(C4=O)C(=CC=C5)OC)O)(C(=O)CO)O)N)O.Cl. Cell line: RXF 393. Synergy scores: CSS=39.0, Synergy_ZIP=1.58, Synergy_Bliss=3.42, Synergy_Loewe=-7.87, Synergy_HSA=5.61. (6) Drug 1: CCCCCOC(=O)NC1=NC(=O)N(C=C1F)C2C(C(C(O2)C)O)O. Drug 2: CS(=O)(=O)CCNCC1=CC=C(O1)C2=CC3=C(C=C2)N=CN=C3NC4=CC(=C(C=C4)OCC5=CC(=CC=C5)F)Cl. Cell line: UACC-257. Synergy scores: CSS=-1.38, Synergy_ZIP=1.06, Synergy_Bliss=-1.47, Synergy_Loewe=-3.48, Synergy_HSA=-4.50. (7) Drug 1: CC1=C(C=C(C=C1)NC2=NC=CC(=N2)N(C)C3=CC4=NN(C(=C4C=C3)C)C)S(=O)(=O)N.Cl. Drug 2: CN1C2=C(C=C(C=C2)N(CCCl)CCCl)N=C1CCCC(=O)O.Cl. Cell line: TK-10. Synergy scores: CSS=1.67, Synergy_ZIP=0.653, Synergy_Bliss=2.03, Synergy_Loewe=1.55, Synergy_HSA=1.38. (8) Drug 1: COC1=NC(=NC2=C1N=CN2C3C(C(C(O3)CO)O)O)N. Drug 2: C(CN)CNCCSP(=O)(O)O. Cell line: IGROV1. Synergy scores: CSS=-3.73, Synergy_ZIP=2.23, Synergy_Bliss=0.287, Synergy_Loewe=-4.39, Synergy_HSA=-4.37. (9) Drug 1: CCCS(=O)(=O)NC1=C(C(=C(C=C1)F)C(=O)C2=CNC3=C2C=C(C=N3)C4=CC=C(C=C4)Cl)F. Drug 2: CCC1=CC2CC(C3=C(CN(C2)C1)C4=CC=CC=C4N3)(C5=C(C=C6C(=C5)C78CCN9C7C(C=CC9)(C(C(C8N6C)(C(=O)OC)O)OC(=O)C)CC)OC)C(=O)OC.C(C(C(=O)O)O)(C(=O)O)O. Cell line: TK-10. Synergy scores: CSS=18.8, Synergy_ZIP=1.31, Synergy_Bliss=5.56, Synergy_Loewe=-1.15, Synergy_HSA=6.49.